This data is from Reaction yield outcomes from USPTO patents with 853,638 reactions. The task is: Predict the reaction yield, written as a fraction of the theoretical maximum amount of product (1.0 means a 100% yield; for example, 0.34 means a 34% yield). (1) The reactants are ClC(OC(Cl)C)=O.C([N:15]1[CH2:19][C@@H:18]([C:20]2[CH:25]=[CH:24][C:23]([Cl:26])=[C:22]([Cl:27])[CH:21]=2)[C@H:17]([C:28]([O:30][CH3:31])=[O:29])[CH2:16]1)C1C=CC=CC=1. The catalyst is ClCCCl. The product is [Cl:27][C:22]1[CH:21]=[C:20]([C@@H:18]2[CH2:19][NH:15][CH2:16][C@H:17]2[C:28]([O:30][CH3:31])=[O:29])[CH:25]=[CH:24][C:23]=1[Cl:26]. The yield is 0.980. (2) The reactants are [CH2:1]([O:3][C:4]([C:6]1[C:15](=[O:16])[C:14]2[C:9](=[N:10][C:11]([N:26]=[N+]=[N-])=[C:12]([CH2:17][C:18]3[CH:23]=[CH:22][CH:21]=[C:20]([Cl:24])[C:19]=3[F:25])[CH:13]=2)[N:8]([C@H:29]([C:34]([CH3:42])([CH3:41])[O:35][SiH2:36][C:37]([CH3:40])([CH3:39])[CH3:38])[C:30]([CH3:33])([CH3:32])[CH3:31])[CH:7]=1)=[O:5])[CH3:2]. The yield is 1.00. The catalyst is [Zn].C(OCC)(=O)C. The product is [CH2:1]([O:3][C:4]([C:6]1[C:15](=[O:16])[C:14]2[C:9](=[N:10][C:11]([NH2:26])=[C:12]([CH2:17][C:18]3[CH:23]=[CH:22][CH:21]=[C:20]([Cl:24])[C:19]=3[F:25])[CH:13]=2)[N:8]([C@H:29]([C:34]([CH3:41])([CH3:42])[O:35][SiH2:36][C:37]([CH3:40])([CH3:39])[CH3:38])[C:30]([CH3:31])([CH3:32])[CH3:33])[CH:7]=1)=[O:5])[CH3:2]. (3) The reactants are Cl[C:2]1[N:7]=[C:6]([C:8]2[CH:13]=[CH:12][CH:11]=[C:10]([C:14]#[C:15][C@:16]3([OH:23])[CH2:20][CH2:19][N:18]([CH3:21])[C:17]3=[O:22])[CH:9]=2)[N:5]=[C:4]([C:24]([O:26][CH2:27][CH3:28])=[O:25])[CH:3]=1.[CH3:29][C:30]1[N:35]=[CH:34][C:33](B(O)O)=[CH:32][CH:31]=1. No catalyst specified. The product is [OH:23][C@@:16]1([C:15]#[C:14][C:10]2[CH:9]=[C:8]([C:6]3[N:5]=[C:4]([C:24]([O:26][CH2:27][CH3:28])=[O:25])[CH:3]=[C:2]([C:33]4[CH:34]=[N:35][C:30]([CH3:29])=[CH:31][CH:32]=4)[N:7]=3)[CH:13]=[CH:12][CH:11]=2)[CH2:20][CH2:19][N:18]([CH3:21])[C:17]1=[O:22]. The yield is 0.460. (4) The reactants are C(OC([NH:11][CH:12]1[N:18]=[C:17]([C:19]2[CH:24]=[CH:23][CH:22]=[CH:21][CH:20]=2)[C:16]2[CH:25]=[CH:26][CH:27]=[CH:28][C:15]=2[N:14]([CH2:29][CH2:30][CH2:31][C:32]([F:35])([F:34])[F:33])[C:13]1=[O:36])=O)C1C=CC=CC=1. The catalyst is C(Cl)Cl. The product is [NH2:11][CH:12]1[N:18]=[C:17]([C:19]2[CH:20]=[CH:21][CH:22]=[CH:23][CH:24]=2)[C:16]2[CH:25]=[CH:26][CH:27]=[CH:28][C:15]=2[N:14]([CH2:29][CH2:30][CH2:31][C:32]([F:34])([F:33])[F:35])[C:13]1=[O:36]. The yield is 1.00. (5) The reactants are P([O-])([O-])([O-])=O.[K+].[K+].[K+].I[C:10]1[CH:15]=[CH:14][C:13]([O:16][CH:17]2[CH2:20][CH:19]([N:21]3[CH2:26][CH2:25][CH2:24][CH2:23][CH2:22]3)[CH2:18]2)=[CH:12][CH:11]=1.[N:27]1([C:33]([C@@H:35]2[CH2:39][O:38][C:37](=[O:40])[NH:36]2)=[O:34])[CH2:32][CH2:31][O:30][CH2:29][CH2:28]1. The catalyst is O1CCOCC1.C(OCC)(=O)C.[Cu](I)I.N[C@@H]1CCCC[C@H]1N. The product is [N:27]1([C:33]([C@@H:35]2[CH2:39][O:38][C:37](=[O:40])[N:36]2[C:10]2[CH:15]=[CH:14][C:13]([O:16][C@H:17]3[CH2:20][C@H:19]([N:21]4[CH2:26][CH2:25][CH2:24][CH2:23][CH2:22]4)[CH2:18]3)=[CH:12][CH:11]=2)=[O:34])[CH2:32][CH2:31][O:30][CH2:29][CH2:28]1. The yield is 0.400. (6) The reactants are [Cl:1][C:2]1[CH:3]=[C:4]([CH:8]=[CH:9][C:10]=1[CH2:11][NH:12][C:13]([NH:15][CH:16]1[C:22]2[CH:23]=[CH:24][CH:25]=[CH:26][C:21]=2[CH2:20][CH2:19][C:18]2[CH:27]=[CH:28][CH:29]=[CH:30][C:17]1=2)=[O:14])[C:5]([OH:7])=O.CN(C(ON1N=NC2C=CC=NC1=2)=[N+](C)C)C.F[P-](F)(F)(F)(F)F.CCN(C(C)C)C(C)C.[NH2:64][CH2:65][CH2:66][CH:67]1[CH2:71][CH2:70][CH2:69][N:68]1[CH3:72]. The catalyst is CC(N(C)C)=O. The product is [Cl:1][C:2]1[CH:3]=[C:4]([CH:8]=[CH:9][C:10]=1[CH2:11][NH:12][C:13]([NH:15][CH:16]1[C:26]2[CH:25]=[CH:24][CH:23]=[CH:22][C:21]=2[CH2:20][CH2:19][C:18]2[CH:27]=[CH:28][CH:29]=[CH:30][C:17]1=2)=[O:14])[C:5]([NH:64][CH2:65][CH2:66][CH:67]1[CH2:71][CH2:70][CH2:69][N:68]1[CH3:72])=[O:7]. The yield is 0.210.